From a dataset of Catalyst prediction with 721,799 reactions and 888 catalyst types from USPTO. Predict which catalyst facilitates the given reaction. (1) Reactant: [CH3:1][C:2]1[CH:7]=[C:6]([C:8]#[C:9][Si](C)(C)C)[CH:5]=[C:4]([CH3:14])[N:3]=1.C(=O)([O-])[O-].[K+].[K+].CCOC(C)=O. Product: [C:8]([C:6]1[CH:5]=[C:4]([CH3:14])[N:3]=[C:2]([CH3:1])[CH:7]=1)#[CH:9]. The catalyst class is: 5. (2) Reactant: Cl[C:2]1[N:10]=[C:9]2[C:5]([N:6]=[CH:7][N:8]2[CH:11]2[CH2:15][CH2:14][CH2:13][CH2:12]2)=[C:4]([NH:16][CH:17]2[CH2:22][CH2:21][CH2:20][CH2:19][CH2:18]2)[N:3]=1.[C-:23]#[N:24].[Na+]. Product: [CH:17]1([NH:16][C:4]2[N:3]=[C:2]([C:23]#[N:24])[N:10]=[C:9]3[C:5]=2[N:6]=[CH:7][N:8]3[CH:11]2[CH2:15][CH2:14][CH2:13][CH2:12]2)[CH2:22][CH2:21][CH2:20][CH2:19][CH2:18]1. The catalyst class is: 3. (3) Reactant: [CH2:1]([O:3][C:4]1[CH:5]=[C:6]([C:13](=[O:38])[CH2:14][CH2:15][C:16]([NH:18][C:19]2[CH:20]=[CH:21][C:22]([CH2:31][CH2:32][C:33]([O:35]CC)=[O:34])=[C:23]([C:25]3[CH:30]=[CH:29][CH:28]=[CH:27][CH:26]=3)[CH:24]=2)=[O:17])[CH:7]=[CH:8][C:9]=1[O:10][CH2:11][CH3:12])[CH3:2].C1COCC1.[OH-].[Na+]. Product: [CH2:1]([O:3][C:4]1[CH:5]=[C:6]([C:13](=[O:38])[CH2:14][CH2:15][C:16]([NH:18][C:19]2[CH:20]=[CH:21][C:22]([CH2:31][CH2:32][C:33]([OH:35])=[O:34])=[C:23]([C:25]3[CH:26]=[CH:27][CH:28]=[CH:29][CH:30]=3)[CH:24]=2)=[O:17])[CH:7]=[CH:8][C:9]=1[O:10][CH2:11][CH3:12])[CH3:2]. The catalyst class is: 5.